This data is from Catalyst prediction with 721,799 reactions and 888 catalyst types from USPTO. The task is: Predict which catalyst facilitates the given reaction. (1) Reactant: [ClH:1].Cl.[CH:3]1([NH:6][C:7]([C:9]2[C:17]3[CH:16]=[C:15]([C:18]4[C:23]([Br:24])=[CH:22][N:21]=[C:20]([NH:25][CH2:26][CH2:27][C:28]5([CH3:34])[CH2:33][CH2:32][NH:31][CH2:30][CH2:29]5)[N:19]=4)[S:14][C:13]=3[CH:12]=[CH:11][CH:10]=2)=[O:8])[CH2:5][CH2:4]1.[Cl:35][CH2:36]Cl.C=O.[BH4-].[Na+]. Product: [ClH:35].[ClH:1].[CH:3]1([NH:6][C:7]([C:9]2[C:17]3[CH:16]=[C:15]([C:18]4[C:23]([Br:24])=[CH:22][N:21]=[C:20]([NH:25][CH2:26][CH2:27][C:28]5([CH3:34])[CH2:33][CH2:32][N:31]([CH3:36])[CH2:30][CH2:29]5)[N:19]=4)[S:14][C:13]=3[CH:12]=[CH:11][CH:10]=2)=[O:8])[CH2:4][CH2:5]1. The catalyst class is: 5. (2) Reactant: [CH:1]([C:4]1[CH:9]=[CH:8][C:7]([C:10]2([CH3:23])[C:14]3[C:15]([CH3:22])=[C:16]([NH2:21])[C:17]([CH3:20])=[C:18]([CH3:19])[C:13]=3[O:12][CH2:11]2)=[CH:6][CH:5]=1)([CH3:3])[CH3:2]. Product: [CH:1]([C:4]1[CH:9]=[CH:8][C:7]([C:10]2([CH3:23])[C:14]3[C:15]([CH3:22])=[C:16]([NH:21][C:13](=[O:12])[CH2:14][C:10]([CH3:23])([CH3:11])[CH3:7])[C:17]([CH3:20])=[C:18]([CH3:19])[C:13]=3[O:12][CH2:11]2)=[CH:6][CH:5]=1)([CH3:3])[CH3:2]. The catalyst class is: 175. (3) Reactant: [S:1]([NH2:11])(=[O:10])([C:3]1[CH:8]=[CH:7][C:6]([NH2:9])=[CH:5][CH:4]=1)=[O:2].[Na+].[N+]([C:16]1[CH:17]=C(S([O-])(=O)=O)C=[CH:20][CH:21]=1)([O-])=O.B(O)(O)O.C(=O)/C=C/C. Product: [CH3:20][C:21]1[CH:16]=[CH:17][C:5]2[C:6](=[CH:7][CH:8]=[C:3]([S:1]([NH2:11])(=[O:10])=[O:2])[CH:4]=2)[N:9]=1. The catalyst class is: 209. (4) Reactant: [C:1]([O:4][C@@H:5]1[O:22][C@H:21]([CH2:23]O)[C@@H:16]([O:17][C:18](=[O:20])[CH3:19])[C@H:11]([O:12][C:13](=[O:15])[CH3:14])[C@H:6]1[O:7][C:8](=[O:10])[CH3:9])(=[O:3])[CH3:2].C(N(CC)CC)C.[CH3:32][S:33](Cl)(=[O:35])=[O:34]. Product: [C:1]([O:4][C@@H:5]1[O:22][C@H:21]([CH2:23][S:33]([CH3:32])(=[O:35])=[O:34])[C@@H:16]([O:17][C:18](=[O:20])[CH3:19])[C@H:11]([O:12][C:13](=[O:15])[CH3:14])[C@H:6]1[O:7][C:8](=[O:10])[CH3:9])(=[O:3])[CH3:2]. The catalyst class is: 4.